From a dataset of Full USPTO retrosynthesis dataset with 1.9M reactions from patents (1976-2016). Predict the reactants needed to synthesize the given product. Given the product [CH2:1]([O:3][C:4](=[O:6])[CH2:5][O:20][C:19]1[CH:25]=[CH:26][C:16]([S:15][C:10]2[CH:9]=[C:8]([C:30]#[C:29][CH2:28][N:31]3[CH2:36][CH2:35][O:34][CH2:33][CH2:32]3)[CH:13]=[C:12]([OH:14])[CH:11]=2)=[CH:17][C:18]=1[CH3:27])[CH3:2], predict the reactants needed to synthesize it. The reactants are: [CH2:1]([O:3][C:4](=[O:6])[CH3:5])[CH3:2].Br[C:8]1[CH:9]=[C:10]([S:15][C:16]2[CH:26]=[CH:25][C:19]([O:20]CC(O)=O)=[C:18]([CH3:27])[CH:17]=2)[CH:11]=[C:12]([OH:14])[CH:13]=1.[CH2:28]([N:31]1[CH2:36][CH2:35][O:34][CH2:33][CH2:32]1)[C:29]#[CH:30].